From a dataset of Full USPTO retrosynthesis dataset with 1.9M reactions from patents (1976-2016). Predict the reactants needed to synthesize the given product. (1) Given the product [CH3:1][O:2][CH2:3][CH2:4][O:5][C:6]1[CH:11]=[CH:10][N:9]2[C:12]([C:15]([OH:17])=[O:16])=[CH:13][N:14]=[C:8]2[CH:7]=1, predict the reactants needed to synthesize it. The reactants are: [CH3:1][O:2][CH2:3][CH2:4][O:5][C:6]1[CH:11]=[CH:10][N:9]2[C:12]([C:15]([O:17]CC)=[O:16])=[CH:13][N:14]=[C:8]2[CH:7]=1.O1CCCC1.O.[OH-].[Li+].Cl. (2) Given the product [CH3:30][C:10]1([CH3:31])[CH2:9][C:8]2[C:13](=[CH:14][CH:15]=[C:6]([C:4]([OH:5])=[O:3])[CH:7]=2)[NH:12][CH:11]1[C:16]1[CH:21]=[CH:20][CH:19]=[C:18]([NH:22][C:23]([N:25]2[CH2:29][CH2:28][CH2:27][CH2:26]2)=[O:24])[CH:17]=1, predict the reactants needed to synthesize it. The reactants are: C([O:3][C:4]([C:6]1[CH:7]=[C:8]2[C:13](=[CH:14][CH:15]=1)[NH:12][CH:11]([C:16]1[CH:21]=[CH:20][CH:19]=[C:18]([NH:22][C:23]([N:25]3[CH2:29][CH2:28][CH2:27][CH2:26]3)=[O:24])[CH:17]=1)[C:10]([CH3:31])([CH3:30])[CH2:9]2)=[O:5])C.Cl. (3) Given the product [Cl:1][C:2]1[N:7]=[C:6]([NH:9][C:10]2[CH:11]=[C:12]([CH2:17][OH:18])[CH:13]=[CH:14][C:15]=2[F:16])[CH:5]=[CH:4][N:3]=1, predict the reactants needed to synthesize it. The reactants are: [Cl:1][C:2]1[N:7]=[C:6](Cl)[CH:5]=[CH:4][N:3]=1.[NH2:9][C:10]1[CH:11]=[C:12]([CH2:17][OH:18])[CH:13]=[CH:14][C:15]=1[F:16].CCN(C(C)C)C(C)C. (4) Given the product [OH:19][CH2:18][CH:17]([CH:15]1[CH2:14][CH:13]([S:10]([O:9][CH2:5][CH2:6][CH2:7][CH3:8])(=[O:12])=[O:11])[CH2:16]1)[CH2:23][OH:24], predict the reactants needed to synthesize it. The reactants are: B.CSC.[CH2:5]([O:9][S:10]([CH:13]1[CH2:16][C:15](=[C:17]([C:23](OCC)=[O:24])[C:18](OCC)=[O:19])[CH2:14]1)(=[O:12])=[O:11])[CH2:6][CH2:7][CH3:8].C(OCC)(=O)C.